This data is from Forward reaction prediction with 1.9M reactions from USPTO patents (1976-2016). The task is: Predict the product of the given reaction. (1) Given the reactants Cl[C:2]1[C:3]([NH2:9])=[N:4][CH:5]=[N:6][C:7]=1Cl.[NH2:10][CH2:11][CH2:12][CH2:13][CH2:14][NH:15][C:16](=[O:22])OC(C)(C)C.[O:23]([C:30]1[CH:35]=[CH:34][C:33](B(O)O)=[CH:32][CH:31]=1)[C:24]1[CH:29]=[CH:28][CH:27]=[CH:26][CH:25]=1.[C:39](Cl)(=O)[CH:40]=C, predict the reaction product. The product is: [NH2:9][C:3]1[N:4]=[CH:5][N:6]=[C:7]([NH:10][CH2:11][CH2:12][CH2:13][CH2:14][NH:15][C:16](=[O:22])[CH:39]=[CH2:40])[C:2]=1[C:27]1[CH:28]=[CH:29][C:24]([O:23][C:30]2[CH:35]=[CH:34][CH:33]=[CH:32][CH:31]=2)=[CH:25][CH:26]=1. (2) Given the reactants [O:1]=[C:2]1[N:6]([C:7]2[CH:8]=[CH:9][C:10]3[C:16](=[O:17])[CH2:15][CH2:14][CH2:13][CH2:12][C:11]=3[CH:18]=2)[CH2:5][C@H:4]([CH2:19][NH:20][C:21](=[O:23])[CH3:22])[O:3]1.[Li+].C[Si]([N-][Si](C)(C)C)(C)C.[C:34](Cl)(=[O:37])[CH2:35][CH3:36].[Cl-].[NH4+], predict the reaction product. The product is: [O:1]=[C:2]1[N:6]([C:7]2[CH:8]=[CH:9][C:10]3[C:16](=[O:17])[CH:15]([C:34](=[O:37])[CH2:35][CH3:36])[CH2:14][CH2:13][CH2:12][C:11]=3[CH:18]=2)[CH2:5][C@H:4]([CH2:19][NH:20][C:21](=[O:23])[CH3:22])[O:3]1.